Dataset: Reaction yield outcomes from USPTO patents with 853,638 reactions. Task: Predict the reaction yield, written as a fraction of the theoretical maximum amount of product (1.0 means a 100% yield; for example, 0.34 means a 34% yield). (1) The reactants are [ClH:1].O1CCOCC1.[F:8][C:9]1[CH:10]=[C:11]([CH:31]=[CH:32][C:33]=1[N:34]1[CH:38]=[N:37][N:36]=[N:35]1)[CH2:12][O:13][CH2:14][C@@H:15]1[CH2:17][C@@H:16]1[CH:18]1[CH2:23][CH2:22][N:21](C(OC(C)(C)C)=O)[CH2:20][CH2:19]1. The catalyst is C(Cl)Cl. The product is [Cl-:1].[F:8][C:9]1[CH:10]=[C:11]([CH:31]=[CH:32][C:33]=1[N:34]1[CH:38]=[N:37][N:36]=[N:35]1)[CH2:12][O:13][CH2:14][C@@H:15]1[CH2:17][C@@H:16]1[CH:18]1[CH2:23][CH2:22][NH2+:21][CH2:20][CH2:19]1. The yield is 0.990. (2) The reactants are [CH2:1]([N:4]1[C:12](=[O:13])[C:11]2[N:10]([CH2:14][O:15][CH2:16][CH2:17][Si:18]([CH3:21])([CH3:20])[CH3:19])[C:9]([C:22]3[CH:23]=[N:24][NH:25][CH:26]=3)=[N:8][C:7]=2[N:6]=[C:5]1[N:27]1[CH2:31][CH2:30][CH2:29][CH2:28]1)[CH2:2][CH3:3].C(=O)([O-])[O-].[K+].[K+].Br[CH2:39][C:40]#[C:41][C:42]1[CH:47]=[CH:46][C:45]([F:48])=[CH:44][CH:43]=1. The catalyst is CC(C)=O. The product is [F:48][C:45]1[CH:46]=[CH:47][C:42]([C:41]#[C:40][CH2:39][N:24]2[CH:23]=[C:22]([C:9]3[N:10]([CH2:14][O:15][CH2:16][CH2:17][Si:18]([CH3:21])([CH3:20])[CH3:19])[C:11]4[C:12](=[O:13])[N:4]([CH2:1][CH2:2][CH3:3])[C:5]([N:27]5[CH2:28][CH2:29][CH2:30][CH2:31]5)=[N:6][C:7]=4[N:8]=3)[CH:26]=[N:25]2)=[CH:43][CH:44]=1. The yield is 0.220.